Predict the reaction yield, written as a fraction of the theoretical maximum amount of product (1.0 means a 100% yield; for example, 0.34 means a 34% yield). From a dataset of Reaction yield outcomes from USPTO patents with 853,638 reactions. The reactants are [I:1][C:2]1[CH:28]=[CH:27][C:5]([NH:6][CH:7]([C:9]2[CH:14]=[CH:13][C:12]([O:15][CH2:16][C:17]3[CH:18]=[N:19][C:20]([O:23][CH3:24])=[CH:21][CH:22]=3)=[C:11]([O:25][CH3:26])[CH:10]=2)[CH3:8])=[C:4]([N+:29]([O-])=O)[CH:3]=1.[Cl-].[NH4+].CO.O. The catalyst is O1CCCC1.O.O.O.O.O.O.O.S([O-])([O-])(=O)=O.[Fe+2].[Zn]. The product is [I:1][C:2]1[CH:3]=[C:4]([NH2:29])[C:5]([NH:6][CH:7]([C:9]2[CH:14]=[CH:13][C:12]([O:15][CH2:16][C:17]3[CH:18]=[N:19][C:20]([O:23][CH3:24])=[CH:21][CH:22]=3)=[C:11]([O:25][CH3:26])[CH:10]=2)[CH3:8])=[CH:27][CH:28]=1. The yield is 0.680.